This data is from Peptide-MHC class II binding affinity with 134,281 pairs from IEDB. The task is: Regression. Given a peptide amino acid sequence and an MHC pseudo amino acid sequence, predict their binding affinity value. This is MHC class II binding data. (1) The peptide sequence is KYQEFFWDANDIYRI. The MHC is DRB1_0802 with pseudo-sequence DRB1_0802. The binding affinity (normalized) is 0.357. (2) The MHC is DRB1_0101 with pseudo-sequence DRB1_0101. The peptide sequence is IIGRSWDNTSIDLTR. The binding affinity (normalized) is 0.226.